From a dataset of Full USPTO retrosynthesis dataset with 1.9M reactions from patents (1976-2016). Predict the reactants needed to synthesize the given product. (1) Given the product [F:1][C:2]1[CH:7]=[CH:6][C:5]([CH:8]2[N:12]([S:13]([C:16]3[CH:21]=[CH:20][C:19]([CH3:22])=[CH:18][CH:17]=3)(=[O:14])=[O:15])[CH:11]([CH2:23][CH2:24][CH2:25][C:26]3[N:28]=[C:7]([CH3:6])[CH:2]=[C:3]([CH3:4])[N:27]=3)[CH2:10][CH2:9]2)=[CH:4][CH:3]=1, predict the reactants needed to synthesize it. The reactants are: [F:1][C:2]1[CH:7]=[CH:6][C:5]([CH:8]2[N:12]([S:13]([C:16]3[CH:21]=[CH:20][C:19]([CH3:22])=[CH:18][CH:17]=3)(=[O:15])=[O:14])[CH:11]([CH2:23][CH2:24][CH2:25][C:26]([NH2:28])=[NH:27])[CH2:10][CH2:9]2)=[CH:4][CH:3]=1. (2) The reactants are: [CH3:1][S:2]([C:5]1[CH:6]=[CH:7][C:8]([C@@H:11]([OH:21])[C@H:12]([NH:15][C:16]([CH:18]([Cl:20])[Cl:19])=[O:17])[CH2:13][OH:14])=[CH:9][CH:10]=1)(=[O:4])=[O:3].Cl[C:23](OCC)=[O:24].C(N(CC)CC)C.O. Given the product [Cl:19][CH:18]([Cl:20])[C:16]([N:15]1[C@H:12]([CH2:13][OH:14])[C@@H:11]([C:8]2[CH:7]=[CH:6][C:5]([S:2]([CH3:1])(=[O:3])=[O:4])=[CH:10][CH:9]=2)[O:21][C:23]1=[O:24])=[O:17], predict the reactants needed to synthesize it. (3) Given the product [CH3:8][C@@H:9]1[N:15]([C:32]([O:34][CH:35]2[CH2:39][CH2:38][CH2:37][CH2:36]2)=[O:33])[CH2:14][C:13]2[CH:16]=[CH:17][C:18]([C:20]([O:22][CH3:23])=[O:21])=[CH:19][C:12]=2[O:11][CH2:10]1, predict the reactants needed to synthesize it. The reactants are: FC(F)(F)C(O)=O.[CH3:8][C@@H:9]1[NH:15][CH2:14][C:13]2[CH:16]=[CH:17][C:18]([C:20]([O:22][CH3:23])=[O:21])=[CH:19][C:12]=2[O:11][CH2:10]1.CCN(CC)CC.Cl[C:32]([O:34][CH:35]1[CH2:39][CH2:38][CH2:37][CH2:36]1)=[O:33]. (4) Given the product [F:10][C:4]1[CH:3]=[C:2]([C:16]2[CH:17]=[CH:18][C:13]([O:12][CH3:11])=[CH:14][CH:15]=2)[CH:9]=[CH:8][C:5]=1[CH:6]=[O:7], predict the reactants needed to synthesize it. The reactants are: Br[C:2]1[CH:9]=[CH:8][C:5]([CH:6]=[O:7])=[C:4]([F:10])[CH:3]=1.[CH3:11][O:12][C:13]1[CH:18]=[CH:17][C:16](B(O)O)=[CH:15][CH:14]=1. (5) Given the product [CH2:1]([NH:8][C:9]1[N:17]=[C:16]([NH:20][C@H:21]([CH2:24][CH3:25])[CH2:22][OH:23])[N:15]=[C:14]2[C:10]=1[N:11]=[CH:12][N:13]2[CH3:19])[C:2]1[CH:7]=[CH:6][CH:5]=[CH:4][CH:3]=1, predict the reactants needed to synthesize it. The reactants are: [CH2:1]([NH:8][C:9]1[N:17]=[C:16](Cl)[N:15]=[C:14]2[C:10]=1[N:11]=[CH:12][N:13]2[CH3:19])[C:2]1[CH:7]=[CH:6][CH:5]=[CH:4][CH:3]=1.[NH2:20][C@H:21]([CH2:24][CH3:25])[CH2:22][OH:23].CCOCC. (6) Given the product [OH:22][N:21]([C:23]1[CH:28]=[CH:27][CH:26]=[CH:25][CH:24]=1)[C:12](/[CH:14]=[CH:15]/[C:16]([O:18][CH2:19][CH3:20])=[O:17])=[O:13], predict the reactants needed to synthesize it. The reactants are: C1CCN2C(=NCCC2)CC1.[CH:12](/[CH:14]=[CH:15]/[C:16]([O:18][CH2:19][CH3:20])=[O:17])=[O:13].[N:21]([C:23]1[CH:28]=[CH:27][CH:26]=[CH:25][CH:24]=1)=[O:22]. (7) The reactants are: [NH:1]1[CH:5]=[CH:4][C:3]([C:6](Cl)=[O:7])=[N:2]1.[CH3:9][O:10][C:11](=[O:19])[C:12]1[CH:17]=[CH:16][C:15]([NH2:18])=[CH:14][CH:13]=1. Given the product [CH3:9][O:10][C:11](=[O:19])[C:12]1[CH:17]=[CH:16][C:15]([NH:18][C:6]([C:3]2[CH:4]=[CH:5][NH:1][N:2]=2)=[O:7])=[CH:14][CH:13]=1, predict the reactants needed to synthesize it. (8) Given the product [C:57]([O:61][C:62]([NH:64][C@@H:65]([CH:69]1[CH2:70][CH2:71][CH2:72][CH2:73]1)[C:66]([N:11]1[C@@H:7]([C:6]#[C:5][Si:2]([CH3:3])([CH3:4])[CH3:1])[CH2:8][CH2:9][C@H:10]1[C:12]([O:14][CH3:15])=[O:13])=[O:67])=[O:63])([CH3:60])([CH3:58])[CH3:59], predict the reactants needed to synthesize it. The reactants are: [CH3:1][Si:2]([C:5]#[C:6][C@@H:7]1[NH:11][C@H:10]([C:12]([O:14][CH3:15])=[O:13])[CH2:9][CH2:8]1)([CH3:4])[CH3:3].CN(C1C=CC=CN=1)C.CN1CCOCC1.Cl.CN(C)CCCN=C=NCC.C1(NC2CCCCC2)CCCCC1.[C:57]([O:61][C:62]([NH:64][C@@H:65]([CH:69]1[CH2:73][CH2:72][CH2:71][CH2:70]1)[C:66](O)=[O:67])=[O:63])([CH3:60])([CH3:59])[CH3:58]. (9) Given the product [CH3:35][C:33]([CH3:34])([CH3:36])[CH2:32][CH2:31][N:10]1[C:11](=[O:30])[C:12]([C:13]2[NH:18][C:17]3[CH:19]=[CH:20][C:21]([NH:23][S:24]([CH3:27])(=[O:26])=[O:25])=[CH:22][C:16]=3[S:15](=[O:28])(=[O:29])[N:14]=2)=[C:3]([OH:4])[C:5]2([CH3:37])[CH2:9][CH2:8][CH2:7][N:6]12, predict the reactants needed to synthesize it. The reactants are: CO[C:3]([C:5]1([CH3:37])[CH2:9][CH2:8][CH2:7][N:6]1[N:10]([CH2:31][CH2:32][C:33]([CH3:36])([CH3:35])[CH3:34])[C:11](=[O:30])[CH2:12][C:13]1[NH:18][C:17]2[CH:19]=[CH:20][C:21]([NH:23][S:24]([CH3:27])(=[O:26])=[O:25])=[CH:22][C:16]=2[S:15](=[O:29])(=[O:28])[N:14]=1)=[O:4].[O-]CC.[Na+]. (10) Given the product [NH:42]([C:33](=[O:35])[CH:32]([C:22]1[N:21]=[CH:20][CH:19]=[C:18]2[C:23]=1[CH:24]=[C:25]([C:26]1[CH:31]=[CH:30][CH:29]=[CH:28][CH:27]=1)[C:16]([C:13]1[CH:12]=[CH:11][C:10]([CH2:9][NH:8][C:6](=[O:7])[O:5][C:1]([CH3:4])([CH3:3])[CH3:2])=[CH:15][CH:14]=1)=[N:17]2)[C:36]1[CH:41]=[CH:40][N:39]=[CH:38][CH:37]=1)[NH2:43], predict the reactants needed to synthesize it. The reactants are: [C:1]([O:5][C:6]([NH:8][CH2:9][C:10]1[CH:15]=[CH:14][C:13]([C:16]2[C:25]([C:26]3[CH:31]=[CH:30][CH:29]=[CH:28][CH:27]=3)=[CH:24][C:23]3[C:18](=[CH:19][CH:20]=[N:21][C:22]=3[CH:32]([C:36]3[CH:41]=[CH:40][N:39]=[CH:38][CH:37]=3)[C:33]([O-:35])=O)[N:17]=2)=[CH:12][CH:11]=1)=[O:7])([CH3:4])([CH3:3])[CH3:2].[NH2:42][NH2:43].